Dataset: Forward reaction prediction with 1.9M reactions from USPTO patents (1976-2016). Task: Predict the product of the given reaction. (1) The product is: [CH2:1]([O:3][C:4]([C:6]1[N:7]([CH2:19][C:20]2[C:29]3[C:24](=[CH:25][CH:26]=[CH:27][CH:28]=3)[CH:23]=[CH:22][CH:21]=2)[C:8]2[C:13]([C:14]=1[CH2:15][N:16]([C:30](=[O:32])[CH3:31])[CH3:17])=[CH:12][C:11]([F:18])=[CH:10][CH:9]=2)=[O:5])[CH3:2]. Given the reactants [CH2:1]([O:3][C:4]([C:6]1[N:7]([CH2:19][C:20]2[C:29]3[C:24](=[CH:25][CH:26]=[CH:27][CH:28]=3)[CH:23]=[CH:22][CH:21]=2)[C:8]2[C:13]([C:14]=1[CH2:15][NH:16][CH3:17])=[CH:12][C:11]([F:18])=[CH:10][CH:9]=2)=[O:5])[CH3:2].[C:30](Cl)(=[O:32])[CH3:31], predict the reaction product. (2) The product is: [CH:11]1[C:12]2[C:7](=[N:6][C:5]3[C:14]([C:13]=2[NH:15][CH:16]([CH2:25][CH3:27])[CH2:17][CH2:18][CH2:19][N:20]([CH2:23][CH3:24])[CH2:21][CH3:22])=[CH:1][CH:2]=[CH:3][CH:4]=3)[CH:8]=[CH:9][CH:10]=1. Given the reactants [CH:1]1[C:14]2[C:5](=[N:6][C:7]3[C:12]([C:13]=2[NH:15][CH:16]([CH3:25])[CH2:17][CH2:18][CH2:19][N:20]([CH2:23][CH3:24])[CH2:21][CH3:22])=[CH:11][CH:10]=[CH:9][CH:8]=3)[CH:4]=[CH:3][CH:2]=1.Cl[C:27]1C2C(N=C3C=1C=CC=C3)=CC=CC=2.Cl.Cl.C(N(CC)CCCC(N)CC)C.C1(O)C=CC=CC=1.C(N(CC)CC)C, predict the reaction product.